From a dataset of Full USPTO retrosynthesis dataset with 1.9M reactions from patents (1976-2016). Predict the reactants needed to synthesize the given product. (1) Given the product [CH3:17][N:6]1[C:7]2[CH:8]=[CH:9][C:10]([C:18]3[CH:23]=[CH:22][CH:21]=[CH:20][CH:19]=3)=[CH:11][C:12]=2[S:13][C:14]2[C:5]1=[CH:4][CH:3]=[C:2]([C:2]1[CH:3]=[CH:4][CH:5]=[CH:14][CH:15]=1)[CH:15]=2, predict the reactants needed to synthesize it. The reactants are: Br[C:2]1[CH:3]=[CH:4][C:5]2[N:6]([CH3:17])[C:7]3[C:12]([S:13][C:14]=2[CH:15]=1)=[CH:11][C:10](Br)=[CH:9][CH:8]=3.[C:18]1(B(O)O)[CH:23]=[CH:22][CH:21]=[CH:20][CH:19]=1.C(=O)([O-])[O-].[K+].[K+]. (2) Given the product [C:1]([N:8]1[CH2:9][CH2:10][CH2:11]1)([O:3][C:4]([CH3:7])([CH3:6])[CH3:5])=[O:2], predict the reactants needed to synthesize it. The reactants are: [C:1]([N:8]1[CH2:11][CH:10](O)[CH2:9]1)([O:3][C:4]([CH3:7])([CH3:6])[CH3:5])=[O:2].C(=O)([O-])[O-].[Cs+].[Cs+].O. (3) Given the product [CH:23]1([O:26][C:27]2[CH:35]=[CH:34][C:30]([C:31]([N:4]([CH2:5][C:6]3[CH:22]=[CH:21][CH:20]=[CH:19][C:7]=3[O:8][CH2:9][CH2:10][CH2:11][CH2:12][CH2:13][C:14]([OH:16])=[O:15])[CH:1]([CH3:2])[CH3:3])=[O:32])=[CH:29][CH:28]=2)[CH2:24][CH2:25]1, predict the reactants needed to synthesize it. The reactants are: [CH:1]([NH:4][CH2:5][C:6]1[CH:22]=[CH:21][CH:20]=[CH:19][C:7]=1[O:8][CH2:9][CH2:10][CH2:11][CH2:12][CH2:13][C:14]([O:16]CC)=[O:15])([CH3:3])[CH3:2].[CH:23]1([O:26][C:27]2[CH:35]=[CH:34][C:30]([C:31](O)=[O:32])=[CH:29][CH:28]=2)[CH2:25][CH2:24]1.CCN=C=NCCCN(C)C.Cl.C1C=CC2N(O)N=NC=2C=1.C(N(CC)CC)C. (4) Given the product [C:12]([O:11][CH:1]([CH3:2])[C:3]1[CH:8]=[CH:7][CH:6]=[CH:5][CH:4]=1)(=[O:16])[CH3:15], predict the reactants needed to synthesize it. The reactants are: [CH2:1]([C:3]1[CH:8]=[CH:7][CH:6]=[CH:5][CH:4]=1)[CH3:2].N([O:11][C:12]([CH3:15])(C)C)=O.[OH:16]N1C(=O)C2=CC=CC=C2C1=O.S(=O)(=O)(O)O.[OH-].[Na+].C(=NO)(C1C=CC=CC=1)C.[N+](C(C1C=CC=CC=1)C)([O-])=O.C(C1C=CC=CC=1)(=O)C. (5) Given the product [CH3:1][O:2][C:3]1[CH:8]=[CH:7][C:6]([N:9]([CH3:17])[CH2:10][CH:11]2[CH2:12][CH2:13][O:14][CH2:15][CH2:16]2)=[CH:5][C:4]=1[NH2:18], predict the reactants needed to synthesize it. The reactants are: [CH3:1][O:2][C:3]1[CH:8]=[CH:7][C:6]([N:9]([CH3:17])[CH2:10][CH:11]2[CH2:16][CH2:15][O:14][CH2:13][CH2:12]2)=[CH:5][C:4]=1[N+:18]([O-])=O. (6) Given the product [CH3:1][N:2]1[CH:6]=[CH:5][C:4]([NH:7][C:8]([C:10]2[CH:21]=[C:20]([O:22][C:23]3[CH:28]=[CH:27][C:26]([S:29]([CH3:32])(=[O:31])=[O:30])=[CH:25][CH:24]=3)[C:13]3[CH2:14][C:15]([CH2:18][F:42])([CH3:17])[O:16][C:12]=3[CH:11]=2)=[O:9])=[N:3]1, predict the reactants needed to synthesize it. The reactants are: [CH3:1][N:2]1[CH:6]=[CH:5][C:4]([NH:7][C:8]([C:10]2[CH:21]=[C:20]([O:22][C:23]3[CH:28]=[CH:27][C:26]([S:29]([CH3:32])(=[O:31])=[O:30])=[CH:25][CH:24]=3)[C:13]3[CH2:14][C:15]([CH2:18]O)([CH3:17])[O:16][C:12]=3[CH:11]=2)=[O:9])=[N:3]1.N1C(C)=CC(C)=CC=1C.[F:42]C(F)(F)S(OS(C(F)(F)F)(=O)=O)(=O)=O. (7) Given the product [F:1][C:2]1[CH:3]=[C:4]2[C:8](=[CH:9][CH:10]=1)[N:7]([CH2:13][CH:14]([OH:19])[C:15]([F:18])([F:17])[F:16])[N:6]=[C:5]2[I:11], predict the reactants needed to synthesize it. The reactants are: [F:1][C:2]1[CH:3]=[C:4]2[C:8](=[CH:9][CH:10]=1)[NH:7][N:6]=[C:5]2[I:11].Br[CH2:13][CH:14]([OH:19])[C:15]([F:18])([F:17])[F:16].